This data is from Reaction yield outcomes from USPTO patents with 853,638 reactions. The task is: Predict the reaction yield, written as a fraction of the theoretical maximum amount of product (1.0 means a 100% yield; for example, 0.34 means a 34% yield). (1) The reactants are Br[C:2]1[C:3]([CH3:19])=[C:4]([CH2:12][N:13]2[CH2:18][CH2:17][O:16][CH2:15][CH2:14]2)[N:5]2[C:10]=1[C:9]([NH2:11])=[N:8][CH:7]=[N:6]2.[Cl:20][C:21]1[CH:26]=[CH:25][C:24]([C:27]([F:30])([F:29])[F:28])=[CH:23][C:22]=1[NH:31][C:32]([NH:34][C:35]1[CH:40]=[CH:39][C:38](B2OC(C)(C)C(C)(C)O2)=[CH:37][CH:36]=1)=[O:33].FC1C=CC(C(F)(F)F)=CC=1NC(NC1C=CC(B2OC(C)(C)C(C)(C)O2)=CC=1)=O. No catalyst specified. The product is [NH2:11][C:9]1[C:10]2=[C:2]([C:38]3[CH:37]=[CH:36][C:35]([NH:34][C:32]([NH:31][C:22]4[CH:23]=[C:24]([C:27]([F:28])([F:30])[F:29])[CH:25]=[CH:26][C:21]=4[Cl:20])=[O:33])=[CH:40][CH:39]=3)[C:3]([CH3:19])=[C:4]([CH2:12][N:13]3[CH2:18][CH2:17][O:16][CH2:15][CH2:14]3)[N:5]2[N:6]=[CH:7][N:8]=1. The yield is 0.260. (2) The product is [CH3:3][CH:2]([N:4]1[C:12](/[CH:13]=[CH:14]/[CH:15]([OH:24])[CH2:16][CH:17]([OH:23])[CH2:18][C:19]([O-:21])=[O:20])=[C:11]([C:25]2[CH:26]=[CH:27][C:28]([F:31])=[CH:29][CH:30]=2)[C:10]2[CH:9]=[CH:8][CH:7]=[CH:6][C:5]1=2)[CH3:1].[Na+:39]. The yield is 0.900. The reactants are [CH3:1][CH:2]([N:4]1[C:12](/[CH:13]=[CH:14]/[C@H:15]([OH:24])[CH2:16][C@H:17]([OH:23])[CH2:18][C:19]([O:21]C)=[O:20])=[C:11]([C:25]2[CH:30]=[CH:29][C:28]([F:31])=[CH:27][CH:26]=2)[C:10]2[C:5]1=[CH:6][CH:7]=[CH:8][CH:9]=2)[CH3:3].C1CCCCC1.[OH-].[Na+:39]. The catalyst is CO. (3) The reactants are Cl[C:2]1[C:7]([N+:8]([O-:10])=[O:9])=[CH:6][CH:5]=[CH:4][N:3]=1.[CH3:11][N:12]1[CH2:17][CH2:16][NH:15][CH2:14][CH2:13]1.C(=O)([O-])[O-].[Cs+].[Cs+]. The catalyst is C1C=CC(/C=C/C(/C=C/C2C=CC=CC=2)=O)=CC=1.C1C=CC(/C=C/C(/C=C/C2C=CC=CC=2)=O)=CC=1.C1C=CC(/C=C/C(/C=C/C2C=CC=CC=2)=O)=CC=1.[Pd].[Pd].CC1(C)C2C(=C(P(C3C=CC=CC=3)C3C=CC=CC=3)C=CC=2)OC2C(P(C3C=CC=CC=3)C3C=CC=CC=3)=CC=CC1=2.O1CCOCC1. The product is [CH3:11][N:12]1[CH2:17][CH2:16][N:15]([C:2]2[C:7]([N+:8]([O-:10])=[O:9])=[CH:6][CH:5]=[CH:4][N:3]=2)[CH2:14][CH2:13]1. The yield is 0.930. (4) The reactants are [Cl:1][CH2:2]C(CCl)=O.[CH2:7]([O:14][C:15]([NH:17][C@H:18]([C:26]([OH:28])=O)[CH2:19][C:20]1[CH:25]=[CH:24][CH:23]=[CH:22][CH:21]=1)=[O:16])[C:8]1[CH:13]=[CH:12][CH:11]=[CH:10][CH:9]=1.[BH4-].[Na+]. The catalyst is CO.O1CCCC1. The product is [CH2:7]([O:14][C:15]([NH:17][C@@H:18]([CH2:19][C:20]1[CH:21]=[CH:22][CH:23]=[CH:24][CH:25]=1)[C@H:26]([OH:28])[CH2:2][Cl:1])=[O:16])[C:8]1[CH:9]=[CH:10][CH:11]=[CH:12][CH:13]=1. The yield is 0.430.